This data is from Peptide-MHC class II binding affinity with 134,281 pairs from IEDB. The task is: Regression. Given a peptide amino acid sequence and an MHC pseudo amino acid sequence, predict their binding affinity value. This is MHC class II binding data. (1) The MHC is DRB3_0202 with pseudo-sequence DRB3_0202. The peptide sequence is GELQIHDKIDAAFKI. The binding affinity (normalized) is 0.274. (2) The peptide sequence is PRTKYTATISGLKPG. The MHC is HLA-DQA10501-DQB10301 with pseudo-sequence HLA-DQA10501-DQB10301. The binding affinity (normalized) is 0.244.